This data is from Catalyst prediction with 721,799 reactions and 888 catalyst types from USPTO. The task is: Predict which catalyst facilitates the given reaction. Reactant: [N:1]([C@@H:4]1[CH2:8][CH2:7][N:6]([C:9]([O:11][C:12]([CH3:15])([CH3:14])[CH3:13])=[O:10])[C@@H:5]1[C:16]([OH:18])=O)=[N+:2]=[N-:3].C(Cl)CCl.N1C2C(=NC=CC=2)N(O)N=1.CN1CCOCC1.[NH2:40][C@@H:41]([CH2:46][C:47]1[CH:56]=[CH:55][C:54]2[C:49](=[CH:50][CH:51]=[CH:52][CH:53]=2)[CH:48]=1)[C:42]([O:44][CH3:45])=[O:43]. Product: [N:1]([C@@H:4]1[CH2:8][CH2:7][N:6]([C:9]([O:11][C:12]([CH3:13])([CH3:14])[CH3:15])=[O:10])[C@@H:5]1[C:16](=[O:18])[NH:40][C@@H:41]([CH2:46][C:47]1[CH:56]=[CH:55][C:54]2[C:49](=[CH:50][CH:51]=[CH:52][CH:53]=2)[CH:48]=1)[C:42]([O:44][CH3:45])=[O:43])=[N+:2]=[N-:3]. The catalyst class is: 2.